This data is from Forward reaction prediction with 1.9M reactions from USPTO patents (1976-2016). The task is: Predict the product of the given reaction. (1) Given the reactants COC(=O)CS(C1C=CC=C(Cl)C=1)(=O)=O.[CH3:16][O:17][C:18](=[O:31])[CH2:19][S:20]([C:23]1[CH:28]=[CH:27][C:26]([Cl:29])=[C:25](Cl)[CH:24]=1)(=[O:22])=[O:21].COC(=O)CS(C1C=CC(OC)=CC=1)(=O)=O.COC(=O)CS(C1C=CC(F)=C(Cl)C=1)(=O)=O, predict the reaction product. The product is: [CH3:16][O:17][C:18](=[O:31])[CH2:19][S:20]([C:23]1[CH:28]=[CH:27][C:26]([Cl:29])=[CH:25][CH:24]=1)(=[O:21])=[O:22]. (2) Given the reactants CC(C)([O-])C.[Na+].[O:7]=[C:8]1[CH2:16][C:15]2[C:10](=[CH:11][CH:12]=[C:13]([C:17]([O:19][CH3:20])=[O:18])[CH:14]=2)[NH:9]1.Cl[C:22]1[C:31]2[CH2:30][CH2:29][CH2:28][CH2:27][C:26]=2[N:25]=[CH:24][N:23]=1, predict the reaction product. The product is: [CH3:20][O:19][C:17]([C:13]1[CH:14]=[C:15]2[C:10](=[CH:11][CH:12]=1)[NH:9][C:8]([OH:7])=[C:16]2[C:22]1[C:31]2[CH2:30][CH2:29][CH2:28][CH2:27][C:26]=2[N:25]=[CH:24][N:23]=1)=[O:18]. (3) Given the reactants C(OC(C1(NC(OC(C)(C)C)=O)CC(O)C2C1C2C(OCC)=O)=O)C.FC1C=C(N=C=O)C=CC=1.C([O:38][C:39]([C:41]1([NH:63]C(OC(C)(C)C)=O)[CH2:46][CH:45]([O:47][C:48](=[O:57])[NH:49][C:50]2[CH:55]=[CH:54][CH:53]=[C:52]([F:56])[CH:51]=2)[CH:44]2[CH:42]1[CH:43]2[C:58]([O:60]CC)=[O:59])=[O:40])C, predict the reaction product. The product is: [NH2:63][C:41]1([C:39]([OH:40])=[O:38])[CH2:46][CH:45]([O:47][C:48](=[O:57])[NH:49][C:50]2[CH:55]=[CH:54][CH:53]=[C:52]([F:56])[CH:51]=2)[CH:44]2[CH:42]1[CH:43]2[C:58]([OH:60])=[O:59]. (4) The product is: [C:27]([C:26]1[CH:29]=[C:22]([NH:21][C:2]2[N:11]=[C:10]([N:12]3[CH2:16][CH2:15][C@H:14]([NH:17][C:18](=[O:20])[CH3:19])[CH2:13]3)[C:9]3[CH2:8][CH2:7][CH2:6][CH2:5][C:4]=3[N:3]=2)[CH:23]=[CH:24][C:25]=1[CH3:30])#[N:28]. Given the reactants Cl[C:2]1[N:11]=[C:10]([N:12]2[CH2:16][CH2:15][C@H:14]([NH:17][C:18](=[O:20])[CH3:19])[CH2:13]2)[C:9]2[CH2:8][CH2:7][CH2:6][CH2:5][C:4]=2[N:3]=1.[NH2:21][C:22]1[CH:23]=[CH:24][C:25]([CH3:30])=[C:26]([CH:29]=1)[C:27]#[N:28], predict the reaction product. (5) Given the reactants [Br:1][C:2]1[CH:15]=[CH:14][C:5]([C:6]([NH:8][CH2:9][CH2:10][CH:11]([CH3:13])[CH3:12])=O)=[CH:4][C:3]=1[F:16].B.Cl, predict the reaction product. The product is: [Br:1][C:2]1[CH:15]=[CH:14][C:5]([CH2:6][NH:8][CH2:9][CH2:10][CH:11]([CH3:13])[CH3:12])=[CH:4][C:3]=1[F:16]. (6) Given the reactants [F:1][C:2]1[CH:7]=[CH:6][C:5]([C:8]2[N:9]=[C:10]([CH:13]3[CH2:18][CH2:17][NH:16][CH2:15][CH2:14]3)[NH:11][CH:12]=2)=[CH:4][C:3]=1[C:19]([F:22])([F:21])[F:20].[ClH:23], predict the reaction product. The product is: [ClH:23].[F:1][C:2]1[CH:7]=[CH:6][C:5]([C:8]2[N:9]=[C:10]([CH:13]3[CH2:18][CH2:17][NH:16][CH2:15][CH2:14]3)[NH:11][CH:12]=2)=[CH:4][C:3]=1[C:19]([F:20])([F:21])[F:22]. (7) The product is: [ClH:18].[CH3:16][CH:11]1[CH2:10][CH2:9][NH:8][CH2:14][CH2:13][C:12]1=[O:15]. Given the reactants C(OC([N:8]1[CH2:14][CH2:13][C:12](=[O:15])[CH:11]([CH3:16])[CH2:10][CH2:9]1)=O)(C)(C)C.C(Cl)[Cl:18], predict the reaction product. (8) Given the reactants Br[C:2]1[CH:3]=[C:4]([CH:9]=[CH:10][CH:11]=1)[C:5]([O:7][CH3:8])=[O:6].[CH2:12]([Sn]([CH2:12][CH2:13][CH2:14][CH3:15])([CH2:12][CH2:13][CH2:14][CH3:15])C/C=C/C)[CH2:13][CH2:14][CH3:15].O, predict the reaction product. The product is: [CH3:15][CH:14]([C:2]1[CH:3]=[C:4]([CH:9]=[CH:10][CH:11]=1)[C:5]([O:7][CH3:8])=[O:6])[CH:13]=[CH2:12]. (9) Given the reactants Br[C:2]1[CH:7]=[CH:6][C:5]([C:8]2[O:12][N:11]=[C:10]([CH3:13])[C:9]=2[CH:14]([OH:26])[C:15]([NH:17][CH2:18][CH2:19][C:20]2[CH:25]=[CH:24][CH:23]=[CH:22][CH:21]=2)=[O:16])=[CH:4][CH:3]=1.[CH2:27]([O:29][C:30]([C:32]1([C:35]2[CH:40]=[CH:39][C:38](B3OC(C)(C)C(C)(C)O3)=[CH:37][CH:36]=2)[CH2:34][CH2:33]1)=[O:31])[CH3:28], predict the reaction product. The product is: [CH2:27]([O:29][C:30]([C:32]1([C:35]2[CH:40]=[CH:39][C:38]([C:2]3[CH:7]=[CH:6][C:5]([C:8]4[O:12][N:11]=[C:10]([CH3:13])[C:9]=4[CH:14]([OH:26])[C:15](=[O:16])[NH:17][CH2:18][CH2:19][C:20]4[CH:25]=[CH:24][CH:23]=[CH:22][CH:21]=4)=[CH:4][CH:3]=3)=[CH:37][CH:36]=2)[CH2:33][CH2:34]1)=[O:31])[CH3:28]. (10) Given the reactants C([O:3][C:4]([C:6]1[CH:7]=[N:8][C:9]2[N:10]([N:12]=[C:13]([NH2:21])[C:14]=2[C:15]2[CH:20]=[CH:19][CH:18]=[CH:17][N:16]=2)[CH:11]=1)=[O:5])C.[OH-].[K+].[ClH:24].CCOCC, predict the reaction product. The product is: [ClH:24].[NH2:21][C:13]1[C:14]([C:15]2[CH:20]=[CH:19][CH:18]=[CH:17][N:16]=2)=[C:9]2[N:8]=[CH:7][C:6]([C:4]([OH:5])=[O:3])=[CH:11][N:10]2[N:12]=1.